Dataset: Reaction yield outcomes from USPTO patents with 853,638 reactions. Task: Predict the reaction yield, written as a fraction of the theoretical maximum amount of product (1.0 means a 100% yield; for example, 0.34 means a 34% yield). The reactants are CC1(C)COB(B2OCC(C)(C)CO2)OC1.C([O-])(=O)C.[K+].Br[C:23]1[CH:28]=[CH:27][C:26]([CH:29]2[CH2:33][CH2:32][O:31][CH2:30]2)=[CH:25][CH:24]=1.Br[C:35]1[CH:36]=[C:37]2[C:41](=[CH:42][C:43]=1[Cl:44])[NH:40][N:39]=[C:38]2[C:45]([OH:47])=[O:46].C(=O)([O-])[O-].[K+].[K+]. The catalyst is O1CCOCC1.C1(C)C=CC=CC=1.CCO.C1C=CC(P(C2C=CC=CC=2)[C-]2C=CC=C2)=CC=1.C1C=CC(P(C2C=CC=CC=2)[C-]2C=CC=C2)=CC=1.Cl[Pd]Cl.[Fe+2].ClCCl. The product is [Cl:44][C:43]1[CH:42]=[C:41]2[C:37]([C:38]([C:45]([OH:47])=[O:46])=[N:39][NH:40]2)=[CH:36][C:35]=1[C:23]1[CH:28]=[CH:27][C:26]([CH:29]2[CH2:33][CH2:32][O:31][CH2:30]2)=[CH:25][CH:24]=1. The yield is 0.100.